This data is from CYP2D6 inhibition data for predicting drug metabolism from PubChem BioAssay. The task is: Regression/Classification. Given a drug SMILES string, predict its absorption, distribution, metabolism, or excretion properties. Task type varies by dataset: regression for continuous measurements (e.g., permeability, clearance, half-life) or binary classification for categorical outcomes (e.g., BBB penetration, CYP inhibition). Dataset: cyp2d6_veith. (1) The compound is Cc1cc(NC(=O)c2c([N+](=O)[O-])cnn2C)no1. The result is 0 (non-inhibitor). (2) The compound is COc1ccc(-c2nc3cnc(OCc4ccccc4)nc3n(CCC#N)c2=O)cc1. The result is 0 (non-inhibitor). (3) The drug is O=C(O)c1cccc([As]=[As]c2cccc(C(=O)O)c2)c1. The result is 0 (non-inhibitor). (4) The compound is CSc1nc(-c2ccccc2)nn1C(=O)c1ccccc1. The result is 0 (non-inhibitor). (5) The result is 0 (non-inhibitor). The drug is Cc1cc(C(=O)OCC(=O)NCCC(C)C)c2ccccc2n1. (6) The result is 0 (non-inhibitor). The molecule is COc1ccc(C(=O)Nc2cccc(OC(=O)c3ccc(C)c(C)c3)c2)cc1. (7) The compound is O=C(N/N=C/c1ccccn1)c1ccco1. The result is 0 (non-inhibitor). (8) The molecule is CC1(C)N=C(N)N=C(N)N1c1cccc(CSc2ccccc2)c1. The result is 1 (inhibitor). (9) The compound is COc1ccc2c(c1)[n+]([O-])c(/C(C)=N/NC(N)=S)c(C)[n+]2[O-]. The result is 0 (non-inhibitor). (10) The molecule is O=C(O)[C@@H]1[C@H](C(=O)O)[C@]2(Cl)C(Cl)=C(Cl)[C@@]1(Cl)C2(Cl)Cl. The result is 0 (non-inhibitor).